Dataset: Full USPTO retrosynthesis dataset with 1.9M reactions from patents (1976-2016). Task: Predict the reactants needed to synthesize the given product. (1) Given the product [OH:28][C@@H:6]1[CH2:5][C:4]2[C@:23]([CH3:26])([CH2:24][CH2:25][C:2](=[O:1])[CH:3]=2)[C@@H:22]2[C@@H:7]1[C@H:8]1[C@:19]([CH3:27])([CH2:20][CH2:21]2)[C@@H:11]([C@@H:12]([CH:30]=[O:29])[CH3:13])[CH2:10][CH2:9]1, predict the reactants needed to synthesize it. The reactants are: [OH:1][C@@H:2]1[CH2:25][CH2:24][C@@:23]2([CH3:26])[C@H:4]([CH2:5][C@@H:6]([OH:28])[C@@H:7]3[C@@H:22]2[CH2:21][CH2:20][C@@:19]2([CH3:27])[C@H:8]3[CH2:9][CH2:10][C@@H:11]2[C@H:12](C)[CH2:13]CC(O)=O)[CH2:3]1.[OH2:29].[CH3:30]O. (2) Given the product [Cl:1][C:2]1[C:11]2[C:6](=[CH:7][C:8]([F:13])=[CH:9][C:10]=2[F:12])[N:5]=[C:4]([C:14]2[CH:15]=[N:16][C:17]([N:22]3[CH2:26][CH2:25][CH2:24][CH2:23]3)=[CH:18][CH:19]=2)[C:3]=1[CH3:21], predict the reactants needed to synthesize it. The reactants are: [Cl:1][C:2]1[C:11]2[C:6](=[CH:7][C:8]([F:13])=[CH:9][C:10]=2[F:12])[N:5]=[C:4]([C:14]2[CH:15]=[N:16][C:17](F)=[CH:18][CH:19]=2)[C:3]=1[CH3:21].[NH:22]1[CH2:26][CH2:25][CH2:24][CH2:23]1.C(=O)([O-])[O-].[K+].[K+].O. (3) Given the product [CH2:18]([O:9][C:3]1[CH:4]=[CH:5][C:6]([Cl:8])=[CH:7][C:2]=1[Br:1])[CH:17]=[CH2:16], predict the reactants needed to synthesize it. The reactants are: [Br:1][C:2]1[CH:7]=[C:6]([Cl:8])[CH:5]=[CH:4][C:3]=1[OH:9].C(=O)([O-])[O-].[K+].[K+].[CH2:16](Br)[CH:17]=[CH2:18]. (4) Given the product [Br:1][C:2]1[CH:3]=[N:4][C:5]2[N:6]([N:8]=[C:9]([C:11]([N:16]3[CH:15]([CH3:14])[C:28]4[C:19](=[C:20]5[C:25](=[CH:26][CH:27]=4)[O:24][CH2:23][CH2:22][O:21]5)[CH2:18][CH2:17]3)=[O:13])[CH:10]=2)[CH:7]=1, predict the reactants needed to synthesize it. The reactants are: [Br:1][C:2]1[CH:3]=[N:4][C:5]2[N:6]([N:8]=[C:9]([C:11]([OH:13])=O)[CH:10]=2)[CH:7]=1.[CH3:14][CH:15]1[C:28]2[C:19](=[C:20]3[C:25](=[CH:26][CH:27]=2)[O:24][CH2:23][CH2:22][O:21]3)[CH2:18][CH2:17][NH:16]1. (5) Given the product [CH2:1]([O:8][C:9]1[CH:13]=[C:12]([CH2:14][CH2:15][C:16]([OH:18])=[O:17])[N:11]([CH2:21][C:22]2[CH:27]=[CH:26][C:25]([Cl:28])=[CH:24][C:23]=2[Cl:29])[N:10]=1)[C:2]1[CH:3]=[CH:4][CH:5]=[CH:6][CH:7]=1, predict the reactants needed to synthesize it. The reactants are: [CH2:1]([O:8][C:9]1[CH:13]=[C:12]([CH2:14][CH2:15][C:16]([O:18]CC)=[O:17])[N:11]([CH2:21][C:22]2[CH:27]=[CH:26][C:25]([Cl:28])=[CH:24][C:23]=2[Cl:29])[N:10]=1)[C:2]1[CH:7]=[CH:6][CH:5]=[CH:4][CH:3]=1.[OH-].[Na+].O1CCCC1. (6) The reactants are: Cl[C:2]1[CH:7]=[CH:6][N:5]=[C:4]2[NH:8][N:9]=[CH:10][C:3]=12.[NH:11]1[CH2:16][CH2:15][NH:14][CH2:13][CH2:12]1. Given the product [N:11]1([C:2]2[CH:7]=[CH:6][N:5]=[C:4]3[NH:8][N:9]=[CH:10][C:3]=23)[CH2:16][CH2:15][NH:14][CH2:13][CH2:12]1, predict the reactants needed to synthesize it.